This data is from Full USPTO retrosynthesis dataset with 1.9M reactions from patents (1976-2016). The task is: Predict the reactants needed to synthesize the given product. (1) Given the product [OH:39][C:40]1[C:41]([O:49][CH3:50])=[CH:42][C:43]2[N:47]=[CH:46][N:45]([C:9]3[S:13][C:12]([C:14]([O:16][CH3:17])=[O:15])=[C:11]([O:18][CH2:19][C:20]4[CH:25]=[CH:24][CH:23]=[CH:22][C:21]=4[C:26]([F:28])([F:27])[F:29])[CH:10]=3)[C:44]=2[CH:48]=1, predict the reactants needed to synthesize it. The reactants are: OC1C(OC)=CC2N([C:9]3[S:13][C:12]([C:14]([O:16][CH3:17])=[O:15])=[C:11]([O:18][CH2:19][C:20]4[CH:25]=[CH:24][CH:23]=[CH:22][C:21]=4[C:26]([F:29])([F:28])[F:27])[CH:10]=3)C=NC=2C=1.CC([Si](C1C=CC=CC=1)(C1C=CC=CC=1)[O:39][C:40]1[C:41](C2SC(C(OC)=O)=C(OCC3C=CC=CC=3C(F)(F)F)C=2)([O:49][CH3:50])[CH:42]=[C:43]2[N:47]=[CH:46][N:45]=[C:44]2[CH:48]=1)(C)C.[F-].C([N+](CCCC)(CCCC)CCCC)CCC. (2) Given the product [CH3:25][O:26][C:27]1([C:31]2[CH:38]=[CH:37][C:34]([CH2:35][NH:9][CH2:10][CH2:11][C:12]3[CH:17]=[CH:16][CH:15]=[C:14]([C:19]([F:20])([F:21])[F:22])[CH:13]=3)=[CH:33][CH:32]=2)[CH2:30][CH2:29][CH2:28]1, predict the reactants needed to synthesize it. The reactants are: C1(C2C=CC(C[NH:9][CH2:10][CH2:11][C:12]3[CH:17]=[CH:16][C:15](F)=[C:14]([C:19]([F:22])([F:21])[F:20])[CH:13]=3)=CC=2)CC1.[CH3:25][O:26][C:27]1([C:31]2[CH:38]=[CH:37][C:34]([CH:35]=O)=[CH:33][CH:32]=2)[CH2:30][CH2:29][CH2:28]1.FC(F)(F)C1C=C(CCN)C=CC=1.[BH4-].[Na+]. (3) Given the product [CH:2]1([N:5]2[C:13]3[C:8](=[C:9]([O:41][CH3:42])[CH:10]=[C:11]([C:14]([N:16]4[CH2:17][CH2:18][C:19]5([CH2:30][C:29](=[O:31])[C:28]6[C:23](=[CH:24][CH:25]=[C:26]([C:32]7[CH:33]=[N:34][CH:35]=[C:36]([CH:40]=7)[C:37]([OH:39])=[O:38])[CH:27]=6)[O:22]5)[CH2:20][CH2:21]4)=[O:15])[CH:12]=3)[C:7]([CH3:43])=[CH:6]2)[CH2:3][CH2:4]1, predict the reactants needed to synthesize it. The reactants are: [Na+].[CH:2]1([N:5]2[C:13]3[C:8](=[C:9]([O:41][CH3:42])[CH:10]=[C:11]([C:14]([N:16]4[CH2:21][CH2:20][C:19]5([CH2:30][C:29](=[O:31])[C:28]6[C:23](=[CH:24][CH:25]=[C:26]([C:32]7[CH:33]=[N:34][CH:35]=[C:36]([CH:40]=7)[C:37]([O-:39])=[O:38])[CH:27]=6)[O:22]5)[CH2:18][CH2:17]4)=[O:15])[CH:12]=3)[C:7]([CH3:43])=[CH:6]2)[CH2:4][CH2:3]1.Cl. (4) Given the product [F:27][C:28]([F:38])([F:39])[C:29]1[CH:30]=[C:31]([CH:35]([O:37][C:16](=[O:18])[NH:14][C:9]2[N:10]([CH3:13])[N:11]=[CH:12][C:8]=2[C:3]2[CH:4]=[CH:5][CH:6]=[CH:7][C:2]=2[F:1])[CH3:36])[CH:32]=[CH:33][CH:34]=1, predict the reactants needed to synthesize it. The reactants are: [F:1][C:2]1[CH:7]=[CH:6][CH:5]=[CH:4][C:3]=1[C:8]1[CH:12]=[N:11][N:10]([CH3:13])[C:9]=1[NH2:14].Cl[C:16](Cl)([O:18]C(=O)OC(Cl)(Cl)Cl)Cl.[F:27][C:28]([F:39])([F:38])[C:29]1[CH:30]=[C:31]([CH:35]([OH:37])[CH3:36])[CH:32]=[CH:33][CH:34]=1. (5) Given the product [NH2:1][C:2]1[NH:6][N:5]=[C:4]([CH3:7])[C:3]=1[C:8]1[S:9][C:10]2[CH:16]=[C:15]([S:17]([NH:21][CH2:22][CH2:23][NH:24][C:25](=[O:27])[CH3:26])(=[O:19])=[O:18])[CH:14]=[CH:13][C:11]=2[N:12]=1, predict the reactants needed to synthesize it. The reactants are: [NH2:1][C:2]1[NH:6][N:5]=[C:4]([CH3:7])[C:3]=1[C:8]1[S:9][C:10]2[CH:16]=[C:15]([S:17](Cl)(=[O:19])=[O:18])[CH:14]=[CH:13][C:11]=2[N:12]=1.[NH2:21][CH2:22][CH2:23][NH:24][C:25](=[O:27])[CH3:26].CN1CCOCC1. (6) Given the product [OH:23][CH2:24][C:25]1[CH:30]=[C:29]([C:2]2[N:3]=[C:4]([N:17]3[CH2:22][CH2:21][O:20][CH2:19][CH2:18]3)[C:5]3[N:10]=[N:9][N:8]([CH2:11][CH2:12][NH:13][C:14](=[O:16])[CH3:15])[C:6]=3[N:7]=2)[CH:28]=[CH:27][CH:26]=1, predict the reactants needed to synthesize it. The reactants are: Cl[C:2]1[N:3]=[C:4]([N:17]2[CH2:22][CH2:21][O:20][CH2:19][CH2:18]2)[C:5]2[N:10]=[N:9][N:8]([CH2:11][CH2:12][NH:13][C:14](=[O:16])[CH3:15])[C:6]=2[N:7]=1.[OH:23][CH2:24][C:25]1[CH:26]=[C:27](B(O)O)[CH:28]=[CH:29][CH:30]=1. (7) Given the product [N:16]1([C:22]2[N:27]=[CH:26][C:25]([C:28]3[CH:32]=[C:31]([C:33]([F:36])([F:34])[F:35])[N:30]([C:37]4[N:42]=[N:41][C:40]([NH2:43])=[CH:39][CH:38]=4)[N:29]=3)=[CH:24][CH:23]=2)[CH2:17][CH2:18][O:19][CH2:20][CH2:21]1.[Br:53][C:54]1[CH:55]=[C:56]([CH:60]=[CH:61][CH:62]=1)[C:57]([NH:43][C:40]1[N:41]=[N:42][C:37]([N:30]2[C:31]([C:33]([F:36])([F:34])[F:35])=[CH:32][C:28]([C:25]3[CH:26]=[N:27][C:22]([N:16]4[CH2:17][CH2:18][O:19][CH2:20][CH2:21]4)=[CH:23][CH:24]=3)=[N:29]2)=[CH:38][CH:39]=1)=[O:58], predict the reactants needed to synthesize it. The reactants are: N1(C2N=CC(C(=O)C)=CC=2)CCOCC1.[N:16]1([C:22]2[N:27]=[CH:26][C:25]([C:28]3[CH:32]=[C:31]([C:33]([F:36])([F:35])[F:34])[N:30]([C:37]4[N:42]=[N:41][C:40]([NH2:43])=[CH:39][CH:38]=4)[N:29]=3)=[CH:24][CH:23]=2)[CH2:21][CH2:20][O:19][CH2:18][CH2:17]1.C(N(CC)C(C)C)(C)C.[Br:53][C:54]1[CH:55]=[C:56]([CH:60]=[CH:61][CH:62]=1)[C:57](Cl)=[O:58].C(=O)(O)[O-].[Na+]. (8) Given the product [Si:28]([O:27][C@H:25]1[CH2:24][NH:23][C@@H:22]([CH2:21][CH2:20][O:19][C:10]2[C:11]([F:18])=[C:12]([F:17])[CH:13]=[C:14]3[C:9]=2[N:8]([CH:45]2[CH2:47][CH2:46]2)[CH:7]=[C:6]([C:4]([O:3][CH2:1][CH3:2])=[O:5])[C:15]3=[O:16])[CH2:26]1)([C:31]([CH3:32])([CH3:33])[CH3:34])([CH3:29])[CH3:30], predict the reactants needed to synthesize it. The reactants are: [CH2:1]([O:3][C:4]([C:6]1[C:15](=[O:16])[C:14]2[C:9](=[C:10]([O:19][CH2:20][CH2:21][C@H:22]3[CH2:26][C@@H:25]([O:27][Si:28]([C:31]([CH3:34])([CH3:33])[CH3:32])([CH3:30])[CH3:29])[CH2:24][N:23]3C(OCC3C=CC=CC=3)=O)[C:11]([F:18])=[C:12]([F:17])[CH:13]=2)[N:8]([CH:45]2[CH2:47][CH2:46]2)[CH:7]=1)=[O:5])[CH3:2]. (9) Given the product [CH3:8][O:9][C:10]1[N:15]=[C:14]([CH:16]([C:18]2[C:19]3[CH:31]=[CH:30][CH:29]=[CH:28][C:20]=3[S:21][C:22]=2[CH2:23][CH2:24][N:25]([CH3:27])[CH3:26])[CH3:17])[CH:13]=[CH:12][CH:11]=1, predict the reactants needed to synthesize it. The reactants are: C(O)(C(F)(F)F)=O.[CH3:8][O:9][C:10]1[N:15]=[C:14]([C:16]([C:18]2[C:19]3[CH:31]=[CH:30][CH:29]=[CH:28][C:20]=3[S:21][C:22]=2[CH2:23][CH2:24][N:25]([CH3:27])[CH3:26])=[CH2:17])[CH:13]=[CH:12][CH:11]=1. (10) Given the product [C:35]([O:34][C:32]([N:28]1[CH2:29][CH2:30][CH2:31][CH:26]([O:25][C:22]2[CH:23]=[CH:24][C:19]([C:3]3[C:2]([Cl:1])=[CH:7][C:6]([NH:8][C:9]4[N:12]=[C:13]([NH2:14])[NH:40][N:39]=4)=[CH:5][C:4]=3[C:15]([F:18])([F:16])[F:17])=[CH:20][CH:21]=2)[CH2:27]1)=[O:33])([CH3:38])([CH3:36])[CH3:37], predict the reactants needed to synthesize it. The reactants are: [Cl:1][C:2]1[CH:7]=[C:6]([NH:8]/[C:9](=[N:12]/[C:13]#[N:14])/SC)[CH:5]=[C:4]([C:15]([F:18])([F:17])[F:16])[C:3]=1[C:19]1[CH:24]=[CH:23][C:22]([O:25][CH:26]2[CH2:31][CH2:30][CH2:29][N:28]([C:32]([O:34][C:35]([CH3:38])([CH3:37])[CH3:36])=[O:33])[CH2:27]2)=[CH:21][CH:20]=1.[NH2:39][NH2:40].